Dataset: Full USPTO retrosynthesis dataset with 1.9M reactions from patents (1976-2016). Task: Predict the reactants needed to synthesize the given product. (1) Given the product [OH:8][C:9]1[CH:14]=[C:13](/[CH:15]=[CH:16]/[C:17]2[CH:18]=[N:19][CH:20]=[CH:21][CH:22]=2)[CH:12]=[CH:11][C:10]=1[N:23]1[S:27](=[O:29])(=[O:28])[NH:26][C:25](=[O:30])[CH2:24]1, predict the reactants needed to synthesize it. The reactants are: C([O:8][C:9]1[CH:14]=[C:13](/[CH:15]=[CH:16]/[C:17]2[CH:18]=[N:19][CH:20]=[CH:21][CH:22]=2)[CH:12]=[CH:11][C:10]=1[N:23]1[S:27](=[O:29])(=[O:28])[NH:26][C:25](=[O:30])[CH2:24]1)C1C=CC=CC=1.B(Br)(Br)Br. (2) Given the product [Br:9][C:10]1[CH:17]=[C:16]([CH3:18])[C:13]([CH:14]=[C:6]2[CH:5]3[CH2:4][CH:3]([CH2:2][CH2:1]3)[C:7]2=[O:8])=[C:12]([CH3:19])[CH:11]=1, predict the reactants needed to synthesize it. The reactants are: [CH2:1]1[CH:5]2[CH2:6][C:7](=[O:8])[CH:3]([CH2:4]2)[CH2:2]1.[Br:9][C:10]1[CH:17]=[C:16]([CH3:18])[C:13]([CH:14]=O)=[C:12]([CH3:19])[CH:11]=1.[OH-].[K+].Cl. (3) The reactants are: CC(OI1(OC(C)=O)(OC(C)=O)OC(=O)C2C=CC=CC1=2)=O.[F:23][C:24]1[C:25](=[O:40])[NH:26][C:27]2[C:32]([CH:33]=1)=[CH:31][CH:30]=[C:29]([O:34][CH2:35][CH2:36][CH2:37][CH2:38]O)[N:28]=2.[O-]S([O-])(=S)=O.[Na+].[Na+].C(C1C(NC(=O)C(C)(C)C)=NC(OCCCCOC2CCCCO2)=CC=1)=O.Cl.[Cl:76][C:77]1[C:82]([Cl:83])=[CH:81][CH:80]=[CH:79][C:78]=1[N:84]1[CH2:89][CH2:88][NH:87][CH2:86][CH2:85]1.CCN(CC)CC.[BH-](OC(C)=O)(OC(C)=O)OC(C)=O.[Na+]. Given the product [Cl:76][C:77]1[C:82]([Cl:83])=[CH:81][CH:80]=[CH:79][C:78]=1[N:84]1[CH2:89][CH2:88][N:87]([CH2:38][CH2:37][CH2:36][CH2:35][O:34][C:29]2[N:28]=[C:27]3[C:32]([CH:33]=[C:24]([F:23])[C:25](=[O:40])[NH:26]3)=[CH:31][CH:30]=2)[CH2:86][CH2:85]1, predict the reactants needed to synthesize it.